Task: Predict the reaction yield, written as a fraction of the theoretical maximum amount of product (1.0 means a 100% yield; for example, 0.34 means a 34% yield).. Dataset: Reaction yield outcomes from USPTO patents with 853,638 reactions (1) The reactants are [CH3:1][CH:2]([CH3:20])[CH2:3][CH2:4][NH:5][C:6]([C:8]1[N:9]=[N:10][C:11]([N:14]2[CH2:19][CH2:18][NH:17][CH2:16][CH2:15]2)=[CH:12][CH:13]=1)=[O:7].[Cl:21][C:22]1[CH:30]=[CH:29][C:28]([Cl:31])=[CH:27][C:23]=1[C:24](O)=[O:25].N12CCCN=C1CCCCC2.CN(C)CCCN=C=NCC. The catalyst is CN(C=O)C.CCOC(C)=O. The product is [CH3:1][CH:2]([CH3:20])[CH2:3][CH2:4][NH:5][C:6]([C:8]1[N:9]=[N:10][C:11]([N:14]2[CH2:19][CH2:18][N:17]([C:24](=[O:25])[C:23]3[CH:27]=[C:28]([Cl:31])[CH:29]=[CH:30][C:22]=3[Cl:21])[CH2:16][CH2:15]2)=[CH:12][CH:13]=1)=[O:7]. The yield is 0.890. (2) The reactants are [F:1][C:2]([F:34])([F:33])[C:3]1[CH:4]=[C:5]([CH:30]=[CH:31][CH:32]=1)[C:6]([NH:8][C:9]1[CH:10]=[C:11]([CH:27]=[CH:28][CH:29]=1)[O:12][C:13]1[CH:14]=[CH:15][C:16]2[N:17]([CH:19]=[C:20]([C:22]([O:24]CC)=[O:23])[N:21]=2)[N:18]=1)=[O:7].[OH-].[Na+].CO.Cl. The catalyst is O. The product is [F:33][C:2]([F:1])([F:34])[C:3]1[CH:4]=[C:5]([CH:30]=[CH:31][CH:32]=1)[C:6]([NH:8][C:9]1[CH:10]=[C:11]([CH:27]=[CH:28][CH:29]=1)[O:12][C:13]1[CH:14]=[CH:15][C:16]2[N:17]([CH:19]=[C:20]([C:22]([OH:24])=[O:23])[N:21]=2)[N:18]=1)=[O:7]. The yield is 0.960.